This data is from Catalyst prediction with 721,799 reactions and 888 catalyst types from USPTO. The task is: Predict which catalyst facilitates the given reaction. Reactant: [C:1]([O:5][C:6]([N:8]1[CH2:12][C@H:11]([S:13][CH2:14][C:15]2[CH:20]=[CH:19][C:18]([O:21][CH3:22])=[CH:17][CH:16]=2)[CH2:10][C@H:9]1[CH2:23][NH:24][CH2:25][C:26]1[CH:31]=[C:30]([F:32])[CH:29]=[CH:28][C:27]=1[F:33])=[O:7])([CH3:4])([CH3:3])[CH3:2].Br[CH2:35][C:36]([O:38][C:39]([CH3:42])([CH3:41])[CH3:40])=[O:37].C([O-])([O-])=O.[K+].[K+]. Product: [C:1]([O:5][C:6]([N:8]1[CH2:12][C@H:11]([S:13][CH2:14][C:15]2[CH:20]=[CH:19][C:18]([O:21][CH3:22])=[CH:17][CH:16]=2)[CH2:10][C@H:9]1[CH2:23][N:24]([CH2:35][C:36]([O:38][C:39]([CH3:42])([CH3:41])[CH3:40])=[O:37])[CH2:25][C:26]1[CH:31]=[C:30]([F:32])[CH:29]=[CH:28][C:27]=1[F:33])=[O:7])([CH3:4])([CH3:2])[CH3:3]. The catalyst class is: 10.